From a dataset of Catalyst prediction with 721,799 reactions and 888 catalyst types from USPTO. Predict which catalyst facilitates the given reaction. (1) Reactant: [CH2:1]([SH:8])[C:2]1[CH:7]=[CH:6][CH:5]=[CH:4][CH:3]=1.[H-].[Na+].[F:11][C:12]1[CH:17]=[CH:16][CH:15]=[C:14](F)[N:13]=1. Product: [CH2:1]([S:8][C:14]1[CH:15]=[CH:16][CH:17]=[C:12]([F:11])[N:13]=1)[C:2]1[CH:7]=[CH:6][CH:5]=[CH:4][CH:3]=1. The catalyst class is: 1. (2) Reactant: [OH:1][C:2]1[CH:11]=[CH:10][C:5]2[C:6](=[O:9])[CH2:7][O:8][C:4]=2[C:3]=1[CH2:12][N:13]1[CH2:18][CH2:17][N:16]([C:19]([O:21][C:22]([CH3:25])([CH3:24])[CH3:23])=[O:20])[CH2:15][CH2:14]1.[O:26]([CH2:33][CH2:34]O)[C:27]1[CH:32]=[CH:31][CH:30]=[CH:29][CH:28]=1.C1(P(C2C=CC=CC=2)C2C=CC=CC=2)C=CC=CC=1.N(C(OCC)=O)=NC(OCC)=O.C1(C)C=CC=CC=1. Product: [O:9]=[C:6]1[C:5]2[CH:10]=[CH:11][C:2]([O:1][CH2:34][CH2:33][O:26][C:27]3[CH:32]=[CH:31][CH:30]=[CH:29][CH:28]=3)=[C:3]([CH2:12][N:13]3[CH2:14][CH2:15][N:16]([C:19]([O:21][C:22]([CH3:25])([CH3:24])[CH3:23])=[O:20])[CH2:17][CH2:18]3)[C:4]=2[O:8][CH2:7]1. The catalyst class is: 1. (3) Reactant: C[Si](I)(C)C.C(OC(=O)[NH:15][CH:16]1[C:21](=[O:22])[N:20]2[CH:23]([CH2:31][C:32]3[CH:37]=[CH:36][C:35]([Cl:38])=[CH:34][CH:33]=3)[C:24](=[O:30])[N:25]([CH:27]([CH3:29])[CH3:28])[CH2:26][CH:19]2[N:18]([S:39]([C:42]2[CH:47]=[CH:46][C:45]([Cl:48])=[CH:44][C:43]=2[Cl:49])(=[O:41])=[O:40])[CH2:17]1)C1C=CC=CC=1.CO. Product: [NH2:15][CH:16]1[C:21](=[O:22])[N:20]2[CH:23]([CH2:31][C:32]3[CH:37]=[CH:36][C:35]([Cl:38])=[CH:34][CH:33]=3)[C:24](=[O:30])[N:25]([CH:27]([CH3:28])[CH3:29])[CH2:26][CH:19]2[N:18]([S:39]([C:42]2[CH:47]=[CH:46][C:45]([Cl:48])=[CH:44][C:43]=2[Cl:49])(=[O:41])=[O:40])[CH2:17]1. The catalyst class is: 23. (4) Reactant: [CH3:1][C:2]([CH3:18])([CH3:17])[CH2:3][N:4]1[C:12]2[C:7](=[N:8][C:9]([CH:13]=[CH2:14])=[CH:10][CH:11]=2)[N:6]([CH3:15])[C:5]1=[O:16].[N+](=[CH:21][C:22]([O:24][CH2:25][CH3:26])=[O:23])=[N-]. The catalyst class is: 11. Product: [CH3:17][C:2]([CH3:1])([CH3:18])[CH2:3][N:4]1[C:12]2[C:7](=[N:8][C:9]([C@@H:13]3[CH2:14][C@H:21]3[C:22]([O:24][CH2:25][CH3:26])=[O:23])=[CH:10][CH:11]=2)[N:6]([CH3:15])[C:5]1=[O:16]. (5) Reactant: [F:1][C:2]1[C:7]([CH:8]=O)=[C:6]([CH3:10])[C:5]([N+:11]([O-:13])=[O:12])=[CH:4][CH:3]=1.[CH:14]1([C:19]([N:21]2[CH2:26][CH2:25][NH:24][CH2:23][C@@H:22]2[CH3:27])=[O:20])[CH2:18][CH2:17][CH2:16][CH2:15]1.C(O[BH-](OC(=O)C)OC(=O)C)(=O)C.[Na+]. Product: [CH:14]1([C:19]([N:21]2[CH2:26][CH2:25][N:24]([CH2:8][C:7]3[C:2]([F:1])=[CH:3][CH:4]=[C:5]([N+:11]([O-:13])=[O:12])[C:6]=3[CH3:10])[CH2:23][C@@H:22]2[CH3:27])=[O:20])[CH2:15][CH2:16][CH2:17][CH2:18]1. The catalyst class is: 322. (6) Reactant: [Cl:1][C:2]1[CH:3]=[CH:4][C:5]2[CH2:6][NH:7][CH2:8][CH:9]([C:13]3[CH:14]=[N:15][CH:16]=[CH:17][CH:18]=3)[O:10][C:11]=2[N:12]=1.C=O.[C:21](O)(=O)C.C([BH3-])#N. Product: [Cl:1][C:2]1[CH:3]=[CH:4][C:5]2[CH2:6][N:7]([CH3:21])[CH2:8][CH:9]([C:13]3[CH:14]=[N:15][CH:16]=[CH:17][CH:18]=3)[O:10][C:11]=2[N:12]=1. The catalyst class is: 138.